This data is from Catalyst prediction with 721,799 reactions and 888 catalyst types from USPTO. The task is: Predict which catalyst facilitates the given reaction. (1) Reactant: [CH3:1][C:2]1[C:7]([CH3:8])=[CH:6][C:5]([CH3:9])=[CH:4][C:3]=1O.O[CH:12]([C:16]1[CH:21]=[CH:20][CH:19]=[CH:18][CH:17]=1)[C:13]([OH:15])=[O:14]. Product: [C:16]1([CH:12]2[C:4]3[C:5]([CH3:9])=[CH:6][C:7]([CH3:8])=[C:2]([CH3:1])[C:3]=3[O:15][C:13]2=[O:14])[CH:21]=[CH:20][CH:19]=[CH:18][CH:17]=1. The catalyst class is: 175. (2) The catalyst class is: 3. Product: [CH2:44]([O:43][C:41](=[O:42])[CH2:40][CH2:39][O:34][CH2:33][C:27]1[CH:28]=[CH:29][CH:30]=[C:31]([CH3:32])[C:26]=1[C:22]1[CH:23]=[CH:24][CH:25]=[C:20]([S:17]([C:15]2[CH:16]=[C:12]([C:10]([NH:9][C:8]([O:7][C:3]([CH3:5])([CH3:6])[CH3:4])=[O:37])=[NH:11])[S:13][C:14]=2[S:35][CH3:36])(=[O:19])=[O:18])[CH:21]=1)[CH3:45]. Reactant: [H-].[Na+].[C:3]([O:7][C:8](=[O:37])[NH:9][C:10]([C:12]1[S:13][C:14]([S:35][CH3:36])=[C:15]([S:17]([C:20]2[CH:21]=[C:22]([C:26]3[C:31]([CH3:32])=[CH:30][CH:29]=[CH:28][C:27]=3[CH2:33][OH:34])[CH:23]=[CH:24][CH:25]=2)(=[O:19])=[O:18])[CH:16]=1)=[NH:11])([CH3:6])([CH3:5])[CH3:4].Br[CH2:39][CH2:40][C:41]([O:43][CH2:44][CH3:45])=[O:42]. (3) The catalyst class is: 1. Product: [C:15]1([CH2:23][B:12]([OH:14])[OH:13])[CH:20]=[CH:19][CH:18]=[CH:17][CH:16]=1.[C:15]12([OH:26])[CH2:23][CH:19]([C:20]1([CH3:22])[CH3:21])[CH2:18][CH2:17][C:16]2([OH:25])[CH3:24]. Reactant: C([Li])CCC.C1([B:12]([OH:14])[OH:13])C=CC=CC=1.[C:15]12([OH:26])[CH2:23][CH:19]([C:20]1([CH3:22])[CH3:21])[CH2:18][CH2:17][C:16]2([OH:25])[CH3:24].BrCCl. (4) Reactant: [Cl-].[CH3:2][O:3][CH2:4][P+](C1C=CC=CC=1)(C1C=CC=CC=1)C1C=CC=CC=1.[Li]CCCC.[CH2:29]([O:36][C:37]1[CH:38]=[C:39]([CH:44]=[C:45]([CH:47]=O)[CH:46]=1)[C:40]([O:42][CH3:43])=[O:41])[C:30]1[CH:35]=[CH:34][CH:33]=[CH:32][CH:31]=1. Product: [CH2:29]([O:36][C:37]1[CH:38]=[C:39]([CH:44]=[C:45]([CH:47]=[CH:2][O:3][CH3:4])[CH:46]=1)[C:40]([O:42][CH3:43])=[O:41])[C:30]1[CH:31]=[CH:32][CH:33]=[CH:34][CH:35]=1. The catalyst class is: 1. (5) Reactant: [C:1]([CH:3](P(=O)(OCC)OCC)[C:4]1[CH:9]=[CH:8][CH:7]=[CH:6][CH:5]=1)#[N:2].[H-].[Na+].[C:20]12([CH:30]=O)[CH2:29][CH:24]3[CH2:25][CH:26]([CH2:28][CH:22]([CH2:23]3)[CH2:21]1)[CH2:27]2.O. Product: [C:20]12([CH:30]=[C:3]([C:4]3[CH:5]=[CH:6][CH:7]=[CH:8][CH:9]=3)[C:1]#[N:2])[CH2:21][CH:22]3[CH2:28][CH:26]([CH2:25][CH:24]([CH2:23]3)[CH2:29]1)[CH2:27]2. The catalyst class is: 1. (6) Reactant: [Cl:1][C:2]1[N:7]=[C:6]([N:8](C(OC(C)(C)C)=O)[N:9](C(OC(C)(C)C)=O)C(OC(C)(C)C)=O)[C:5]([F:31])=[C:4]([NH:32][CH2:33][C:34]([CH3:42])([N:36]2[CH2:41][CH2:40][O:39][CH2:38][CH2:37]2)[CH3:35])[N:3]=1.Cl. Product: [Cl:1][C:2]1[NH:3][C:4]([NH:32][CH2:33][C:34]([CH3:42])([N:36]2[CH2:41][CH2:40][O:39][CH2:38][CH2:37]2)[CH3:35])=[C:5]([F:31])[C:6](=[N:8][NH2:9])[N:7]=1. The catalyst class is: 71. (7) Product: [F:34][C:33]([F:36])([F:35])[C:31]([OH:37])=[O:32].[NH:8]1[CH2:9][CH:10]([N:12]([CH3:13])[C:14]2[CH:15]=[C:16]3[C:25](=[CH:26][C:27]=2[CH3:28])[O:24][CH2:23][C:22]2[N:17]3[CH:18]([CH3:30])[C:19](=[O:29])[NH:20][N:21]=2)[CH2:11]1. The catalyst class is: 2. Reactant: C(OC([N:8]1[CH2:11][CH:10]([N:12]([C:14]2[CH:15]=[C:16]3[C:25](=[CH:26][C:27]=2[CH3:28])[O:24][CH2:23][C:22]2[N:17]3[CH:18]([CH3:30])[C:19](=[O:29])[NH:20][N:21]=2)[CH3:13])[CH2:9]1)=O)(C)(C)C.[C:31]([OH:37])([C:33]([F:36])([F:35])[F:34])=[O:32]. (8) Reactant: [NH2:1][C:2]1[CH:13]=[CH:12][C:11]([O:14][Si:15]([C:18]([CH3:21])([CH3:20])[CH3:19])([CH3:17])[CH3:16])=[CH:10][C:3]=1[C:4](N(OC)C)=[O:5].[C:22]1([Mg]Br)[CH:27]=[CH:26][CH:25]=[CH:24][CH:23]=1.[Cl-].[NH4+]. Product: [NH2:1][C:2]1[CH:13]=[CH:12][C:11]([O:14][Si:15]([C:18]([CH3:19])([CH3:20])[CH3:21])([CH3:16])[CH3:17])=[CH:10][C:3]=1[C:4]([C:22]1[CH:27]=[CH:26][CH:25]=[CH:24][CH:23]=1)=[O:5]. The catalyst class is: 7. (9) Product: [N:13]1([C:10]2[CH:11]=[CH:12][C:3]([C:2]([F:27])([F:1])[F:26])=[C:4]3[C:9]=2[N:8]=[CH:7][CH:6]=[CH:5]3)[CH2:18][CH2:17][NH:16][CH2:15][CH2:14]1. The catalyst class is: 12. Reactant: [F:1][C:2]([F:27])([F:26])[C:3]1[CH:12]=[CH:11][C:10]([N:13]2[CH2:18][CH2:17][N:16](C(OC(C)(C)C)=O)[CH2:15][CH2:14]2)=[C:9]2[C:4]=1[CH:5]=[CH:6][CH:7]=[N:8]2.Cl.O1CCOCC1. (10) Reactant: [Br:1][C:2]1[CH:3]=[CH:4][C:5]2[O:9][C:8]([CH:10](O)[CH3:11])=[CH:7][C:6]=2[CH:13]=1.CS(Cl)(=O)=O.C(N(CC)CC)C.[N-:26]=[N+:27]=[N-:28].[Na+]. Product: [N:26]([CH:10]([C:8]1[O:9][C:5]2[CH:4]=[CH:3][C:2]([Br:1])=[CH:13][C:6]=2[CH:7]=1)[CH3:11])=[N+:27]=[N-:28]. The catalyst class is: 3.